Dataset: Full USPTO retrosynthesis dataset with 1.9M reactions from patents (1976-2016). Task: Predict the reactants needed to synthesize the given product. (1) The reactants are: [H-].[Na+].[F:3][C:4]([F:10])([F:9])[CH2:5][CH2:6][CH2:7]I.CN(C)C=O.[Br:16][C:17]1[N:22]=[CH:21][C:20]([CH:23]([C:25]2[C:30]([F:31])=[CH:29][CH:28]=[C:27]([F:32])[C:26]=2[F:33])[SH:24])=[C:19]([CH3:34])[CH:18]=1. Given the product [Br:16][C:17]1[CH:18]=[C:19]([CH3:34])[C:20]([CH:23]([C:25]2[C:30]([F:31])=[CH:29][CH:28]=[C:27]([F:32])[C:26]=2[F:33])[S:24][CH2:7][CH2:6][CH2:5][C:4]([F:10])([F:9])[F:3])=[CH:21][N:22]=1, predict the reactants needed to synthesize it. (2) Given the product [F:1][C:2]1[CH:25]=[CH:24][CH:23]=[C:22]([F:26])[C:3]=1[C:4]([N:6]([CH3:29])[C:7]([N:8]([C:10]1[CH:15]=[CH:14][C:13]([S:16][CH2:17][C:18]#[CH:19])=[CH:12][C:11]=1[F:20])[CH3:9])=[O:21])=[O:5], predict the reactants needed to synthesize it. The reactants are: [F:1][C:2]1[CH:25]=[CH:24][CH:23]=[C:22]([F:26])[C:3]=1[C:4]([NH:6][C:7](=[O:21])[N:8]([C:10]1[CH:15]=[CH:14][C:13]([S:16][CH2:17][C:18]#[CH:19])=[CH:12][C:11]=1[F:20])[CH3:9])=[O:5].[OH-].[Na+].[CH3:29]I.[Cl-].[NH4+]. (3) Given the product [CH3:17][C:18]1([CH3:34])[C:22]([CH3:24])([CH3:23])[O:21][B:20]([C:2]2[CH:7]=[CH:6][C:5]([CH2:8][C:9]([NH2:11])=[O:10])=[CH:4][CH:3]=2)[O:19]1, predict the reactants needed to synthesize it. The reactants are: Br[C:2]1[CH:7]=[CH:6][C:5]([CH2:8][C:9]([NH2:11])=[O:10])=[CH:4][CH:3]=1.CC([O-])=O.[K+].[CH3:17][C:18]1([CH3:34])[C:22]([CH3:24])([CH3:23])[O:21][B:20]([B:20]2[O:21][C:22]([CH3:24])([CH3:23])[C:18]([CH3:34])([CH3:17])[O:19]2)[O:19]1.O. (4) Given the product [C:31]([OH:36])(=[O:35])[C:32]([OH:34])=[O:33].[CH2:1]([O:8][C:9]1[CH:10]=[C:11]([CH:28]=[CH:29][CH:30]=1)[CH2:12][N:13]1[CH2:14][CH2:15][N:16]([C:19]([NH:21][C:22]2[CH:23]=[N:24][CH:25]=[CH:26][CH:27]=2)=[O:20])[CH2:17][CH2:18]1)[C:2]1[CH:3]=[CH:4][CH:5]=[CH:6][CH:7]=1, predict the reactants needed to synthesize it. The reactants are: [CH2:1]([O:8][C:9]1[CH:10]=[C:11]([CH:28]=[CH:29][CH:30]=1)[CH2:12][N:13]1[CH2:18][CH2:17][N:16]([C:19]([NH:21][C:22]2[CH:23]=[N:24][CH:25]=[CH:26][CH:27]=2)=[O:20])[CH2:15][CH2:14]1)[C:2]1[CH:7]=[CH:6][CH:5]=[CH:4][CH:3]=1.[C:31]([OH:36])(=[O:35])[C:32]([OH:34])=[O:33]. (5) Given the product [OH:35][C@H:33]([CH3:34])[CH2:32][N:31]1[C:1]([C:2]2[CH:7]=[CH:6][CH:5]=[CH:4][CH:3]=2)=[C:9]2[C:14]([N:13]([CH3:17])[C:12](=[O:18])[N:11]([CH3:19])[C:10]2=[O:20])=[CH:15]1, predict the reactants needed to synthesize it. The reactants are: [C:1]([C:9]1[C:10](=[O:20])[N:11]([CH3:19])[C:12](=[O:18])[N:13]([CH3:17])[C:14]=1[CH2:15]Br)(=O)[C:2]1[CH:7]=[CH:6][CH:5]=[CH:4][CH:3]=1.C(O)C.C(N(CC)CC)C.[NH2:31][CH2:32][C@H:33]([OH:35])[CH3:34]. (6) Given the product [S:6]([OH:10])([OH:9])(=[O:8])=[O:7].[CH3:1][N:2]([CH3:5])[C:3](=[NH:4])[O:12][CH3:11], predict the reactants needed to synthesize it. The reactants are: [CH3:1][N:2]([CH3:5])[C:3]#[N:4].[S:6](=[O:10])(=[O:9])([OH:8])[OH:7].[CH3:11][OH:12]. (7) Given the product [C:1]([C@H:5]1[C:23](=[O:24])[N:22]2[CH2:25][C@@H:19]([CH2:20][C@H:21]2[C:26]([O:28][CH3:29])=[O:27])[O:18][C:17]2[N:30]=[CH:31][CH:32]=[CH:33][C:16]=2[CH2:15][CH2:14][CH2:13][CH2:12][CH2:11][CH2:10][CH2:9][O:8][C:7](=[O:34])[NH:6]1)([CH3:4])([CH3:2])[CH3:3], predict the reactants needed to synthesize it. The reactants are: [C:1]([C@H:5]1[C:23](=[O:24])[N:22]2[CH2:25][C@@H:19]([CH2:20][C@H:21]2[C:26]([O:28][CH3:29])=[O:27])[O:18][C:17]2[N:30]=[CH:31][CH:32]=[CH:33][C:16]=2[CH:15]=[CH:14][CH2:13][CH2:12][CH2:11][CH2:10][CH2:9][O:8][C:7](=[O:34])[NH:6]1)([CH3:4])([CH3:3])[CH3:2].